This data is from Full USPTO retrosynthesis dataset with 1.9M reactions from patents (1976-2016). The task is: Predict the reactants needed to synthesize the given product. (1) Given the product [Br:26][C:3]1[C:2]([Cl:1])=[CH:18][C:6]2[N:7]([CH3:17])[C:8](=[O:16])[C:9]3[C:14]([C:5]=2[CH:4]=1)=[CH:13][CH:12]=[N:11][C:10]=3[CH3:15], predict the reactants needed to synthesize it. The reactants are: [Cl:1][C:2]1[CH:3]=[CH:4][C:5]2[C:14]3[C:9](=[C:10]([CH3:15])[N:11]=[CH:12][CH:13]=3)[C:8](=[O:16])[N:7]([CH3:17])[C:6]=2[CH:18]=1.FC(F)(F)C(O)=O.[Br:26]N1C(=O)CCC1=O. (2) Given the product [CH:28]([C:2]1[N:7]=[CH:6][C:5]([CH2:8][C:9]2[C:17]3[C:12](=[N:13][CH:14]=[CH:15][CH:16]=3)[N:11]([Si:18]([CH:25]([CH3:27])[CH3:26])([CH:22]([CH3:24])[CH3:23])[CH:19]([CH3:20])[CH3:21])[CH:10]=2)=[CH:4][CH:3]=1)([CH3:30])[CH3:29], predict the reactants needed to synthesize it. The reactants are: Cl[C:2]1[N:7]=[CH:6][C:5]([CH2:8][C:9]2[C:17]3[C:12](=[N:13][CH:14]=[CH:15][CH:16]=3)[N:11]([Si:18]([CH:25]([CH3:27])[CH3:26])([CH:22]([CH3:24])[CH3:23])[CH:19]([CH3:21])[CH3:20])[CH:10]=2)=[CH:4][CH:3]=1.[CH:28]([Mg]Cl)([CH3:30])[CH3:29].O. (3) Given the product [NH:22]1[CH2:23][CH2:24][CH:19]([CH2:18][NH:17][C:2]2[N:7]=[CH:6][N:5]=[C:4]([NH:8][C:9]3[N:10]=[CH:11][C:12]([C:15]#[N:16])=[N:13][CH:14]=3)[CH:3]=2)[CH2:20][CH2:21]1, predict the reactants needed to synthesize it. The reactants are: Cl[C:2]1[N:7]=[CH:6][N:5]=[C:4]([NH:8][C:9]2[N:10]=[CH:11][C:12]([C:15]#[N:16])=[N:13][CH:14]=2)[CH:3]=1.[NH2:17][CH2:18][CH:19]1[CH2:24][CH2:23][N:22](C(OC(C)(C)C)=O)[CH2:21][CH2:20]1.C(N(CC)CC)C. (4) Given the product [Br:1][C:2]1[CH:7]=[N:6][C:5]([O:8][C:23]2[CH:22]=[C:21]3[C:26](=[CH:25][CH:24]=2)[NH:18][CH:19]=[CH:20]3)=[N:4][CH:3]=1, predict the reactants needed to synthesize it. The reactants are: [Br:1][C:2]1[CH:3]=[N:4][C:5]([O:8]N2C3=NC=CC=C3N=N2)=[N:6][CH:7]=1.[NH:18]1[C:26]2[C:21](=[CH:22][C:23](B(O)O)=[CH:24][CH:25]=2)[CH:20]=[CH:19]1.C([O-])([O-])=O.[Cs+].[Cs+]. (5) Given the product [F:1][C:2]1[CH:3]=[C:4]([CH:13]2[CH2:18][N:17]([C:31]([O:33][C:34]3[CH:35]=[CH:36][C:37]([N+:40]([O-:42])=[O:41])=[CH:38][CH:39]=3)=[O:32])[CH2:16][CH:15]([C:19]([O:21][CH3:22])=[O:20])[CH2:14]2)[CH:5]=[CH:6][C:7]=1[CH2:8][C:9]([F:12])([F:10])[F:11], predict the reactants needed to synthesize it. The reactants are: [F:1][C:2]1[CH:3]=[C:4]([CH:13]2[CH2:18][NH:17][CH2:16][CH:15]([C:19]([O:21][CH3:22])=[O:20])[CH2:14]2)[CH:5]=[CH:6][C:7]=1[CH2:8][C:9]([F:12])([F:11])[F:10].C(N(CC)CC)C.Cl[C:31]([O:33][C:34]1[CH:39]=[CH:38][C:37]([N+:40]([O-:42])=[O:41])=[CH:36][CH:35]=1)=[O:32].